Dataset: Forward reaction prediction with 1.9M reactions from USPTO patents (1976-2016). Task: Predict the product of the given reaction. (1) Given the reactants [Cl:1][C:2]1[N:10]=[CH:9][C:8]([Cl:11])=[CH:7][C:3]=1[C:4](Cl)=[O:5].C([SnH](CCCC)CCCC)CCC.O, predict the reaction product. The product is: [Cl:1][C:2]1[C:3]([CH:4]=[O:5])=[CH:7][C:8]([Cl:11])=[CH:9][N:10]=1. (2) Given the reactants [F:1][C:2]([F:7])([F:6])[C:3]([OH:5])=[O:4].[CH3:8][C@@H:9]([O:13][C:14]1[NH:15][C:16]([NH2:25])=[C:17]2[C:21]([N:22]=1)=[N:20][C:19]([O:23][CH3:24])=[N:18]2)[CH2:10][CH2:11][CH3:12].C[C@H](OC1N=C2C(N=C(OC)N2C2CCCCO2)=C(N)N=1)CCC, predict the reaction product. The product is: [F:1][C:2]([F:7])([F:6])[C:3]([OH:5])=[O:4].[CH3:8][C@H:9]([O:13][C:14]1[NH:15][C:16]([NH2:25])=[C:17]2[C:21]([N:22]=1)=[N:20][C:19]([O:23][CH3:24])=[N:18]2)[CH2:10][CH2:11][CH3:12]. (3) Given the reactants [Cl:1][C:2]1[C:3]2[C:10]([I:11])=[CH:9][NH:8][C:4]=2[N:5]=[CH:6][N:7]=1.[O:12]1[C:16]2([CH2:21][CH2:20][CH:19](O)[CH2:18][CH2:17]2)[O:15][CH2:14][CH2:13]1.C1C=CC(P(C2C=CC=CC=2)C2C=CC=CC=2)=CC=1.CC(OC(/N=N/C(OC(C)C)=O)=O)C, predict the reaction product. The product is: [Cl:1][C:2]1[C:3]2[C:10]([I:11])=[CH:9][N:8]([CH:19]3[CH2:20][CH2:21][C:16]4([O:15][CH2:14][CH2:13][O:12]4)[CH2:17][CH2:18]3)[C:4]=2[N:5]=[CH:6][N:7]=1. (4) Given the reactants [N+:1]([C:4]1[N:5]=[C:6]2[N:11]([CH:12]=1)[CH2:10][C@H:9]([OH:13])[CH2:8][O:7]2)([O-:3])=[O:2].[Br:14][C:15]1[CH:20]=[CH:19][N:18]=[C:17]([CH2:21]Cl)[CH:16]=1.[H-].[Na+], predict the reaction product. The product is: [Br:14][C:15]1[CH:20]=[CH:19][N:18]=[C:17]([CH2:21][O:13][C@@H:9]2[CH2:8][O:7][C:6]3=[N:5][C:4]([N+:1]([O-:3])=[O:2])=[CH:12][N:11]3[CH2:10]2)[CH:16]=1. (5) Given the reactants S(Cl)([Cl:3])=O.[Cl:5][C:6]1[CH:7]=[C:8]2[C:12](=[CH:13][CH:14]=1)[NH:11][C:10](=[O:15])[C:9]2(O)[C:16]1[CH:21]=[CH:20][CH:19]=[CH:18][C:17]=1[O:22][CH3:23].N1C=CC=CC=1.O, predict the reaction product. The product is: [Cl:3][C:9]1([C:16]2[CH:21]=[CH:20][CH:19]=[CH:18][C:17]=2[O:22][CH3:23])[C:8]2[C:12](=[CH:13][CH:14]=[C:6]([Cl:5])[CH:7]=2)[NH:11][C:10]1=[O:15].